This data is from Full USPTO retrosynthesis dataset with 1.9M reactions from patents (1976-2016). The task is: Predict the reactants needed to synthesize the given product. Given the product [Cl:22][C:19]1[CH:20]=[CH:21][C:16]([N:14]2[CH:15]=[C:11]([C:9](=[O:10])[CH2:8][N:1]3[CH2:6][CH2:5][O:4][CH2:3][CH2:2]3)[N:12]=[C:13]2[C:23]2[CH:28]=[CH:27][C:26]([Cl:29])=[CH:25][C:24]=2[Cl:30])=[CH:17][CH:18]=1, predict the reactants needed to synthesize it. The reactants are: [NH:1]1[CH2:6][CH2:5][O:4][CH2:3][CH2:2]1.Br[CH2:8][C:9]([C:11]1[N:12]=[C:13]([C:23]2[CH:28]=[CH:27][C:26]([Cl:29])=[CH:25][C:24]=2[Cl:30])[N:14]([C:16]2[CH:21]=[CH:20][C:19]([Cl:22])=[CH:18][CH:17]=2)[CH:15]=1)=[O:10].